Dataset: Forward reaction prediction with 1.9M reactions from USPTO patents (1976-2016). Task: Predict the product of the given reaction. The product is: [NH2:25][C:26]1[C:31]([C:5]2[CH:6]=[CH:7][C:2]([Cl:1])=[C:3]([CH:4]=2)[C:11]([NH:13][CH2:14][C:15]23[CH2:24][CH:19]4[CH2:20][CH:21]([CH2:23][CH:17]([CH2:18]4)[CH2:16]2)[CH2:22]3)=[O:12])=[CH:30][CH:29]=[CH:28][N:27]=1. Given the reactants [Cl:1][C:2]1[CH:7]=[CH:6][C:5](B(O)O)=[CH:4][C:3]=1[C:11]([NH:13][CH2:14][C:15]12[CH2:24][CH:19]3[CH2:20][CH:21]([CH2:23][CH:17]([CH2:18]3)[CH2:16]1)[CH2:22]2)=[O:12].[NH2:25][C:26]1[C:31](Br)=[CH:30][CH:29]=[CH:28][N:27]=1.C(=O)([O-])[O-].[Na+].[Na+], predict the reaction product.